Dataset: Catalyst prediction with 721,799 reactions and 888 catalyst types from USPTO. Task: Predict which catalyst facilitates the given reaction. (1) Reactant: [Cl:1][C:2]1[CH:3]=[C:4]([CH:8]=[CH:9][C:10]=1[O:11][C:12]1[CH:17]=[CH:16][C:15]([CH:18]=O)=[CH:14][CH:13]=1)[C:5]([NH2:7])=[O:6].[S:20]1[CH:24]=[CH:23][CH:22]=[C:21]1[CH2:25][CH2:26][NH2:27].[BH4-].[Na+]. Product: [Cl:1][C:2]1[CH:3]=[C:4]([CH:8]=[CH:9][C:10]=1[O:11][C:12]1[CH:13]=[CH:14][C:15]([CH2:18][NH:27][CH2:26][CH2:25][C:21]2[S:20][CH:24]=[CH:23][CH:22]=2)=[CH:16][CH:17]=1)[C:5]([NH2:7])=[O:6]. The catalyst class is: 5. (2) Reactant: Cl.[CH:2]1([NH:5][C:6]([C:8]2[CH:9]=[CH:10][C:11]([CH3:33])=[C:12]([NH:14][C:15](=[O:32])[C:16]3[CH:21]=[C:20]([O:22][CH2:23][C@H:24]4[CH2:28][CH2:27][CH2:26][NH:25]4)[CH:19]=[CH:18][C:17]=3[N+:29]([O-])=O)[CH:13]=2)=[O:7])[CH2:4][CH2:3]1.[CH3:34]O. Product: [CH:2]1([NH:5][C:6](=[O:7])[C:8]2[CH:9]=[CH:10][C:11]([CH3:33])=[C:12]([N:14]3[C:15](=[O:32])[C:16]4[C:17](=[CH:18][CH:19]=[C:20]([O:22][CH2:23][C@H:24]5[CH2:28][CH2:27][CH2:26][NH:25]5)[CH:21]=4)[N:29]=[CH:34]3)[CH:13]=2)[CH2:4][CH2:3]1. The catalyst class is: 63. (3) Reactant: [CH3:1][N:2]([CH3:28])[C:3]1[CH:8]=[CH:7][C:6]([S:9]([NH:12][CH3:13])(=[O:11])=[O:10])=[CH:5][C:4]=1[NH:14][C:15]1[C:24]2[C:19](=[CH:20][CH:21]=[C:22]([N+:25]([O-])=O)[CH:23]=2)[N:18]=[CH:17][N:16]=1. Product: [NH2:25][C:22]1[CH:23]=[C:24]2[C:19](=[CH:20][CH:21]=1)[N:18]=[CH:17][N:16]=[C:15]2[NH:14][C:4]1[CH:5]=[C:6]([S:9]([NH:12][CH3:13])(=[O:11])=[O:10])[CH:7]=[CH:8][C:3]=1[N:2]([CH3:28])[CH3:1]. The catalyst class is: 19. (4) Reactant: C(=O)(O[C:14]([C:16]1[CH:21]=[CH:20][C:19]([C:22]([F:25])([F:24])[F:23])=[CH:18][CH:17]=1)=[O:15])OC1C=CC(C(F)(F)F)=CC=1.[N:27]1([CH2:33][CH2:34][CH2:35][O:36][C:37]2[CH:42]=[CH:41][C:40]([N:43]3[CH2:48][CH2:47][NH:46][CH2:45][CH2:44]3)=[CH:39][CH:38]=2)[CH2:32][CH2:31][CH2:30][CH2:29][CH2:28]1. Product: [N:27]1([CH2:33][CH2:34][CH2:35][O:36][C:37]2[CH:42]=[CH:41][C:40]([N:43]3[CH2:44][CH2:45][N:46]([C:14]([C:16]4[CH:17]=[CH:18][C:19]([C:22]([F:23])([F:24])[F:25])=[CH:20][CH:21]=4)=[O:15])[CH2:47][CH2:48]3)=[CH:39][CH:38]=2)[CH2:32][CH2:31][CH2:30][CH2:29][CH2:28]1. The catalyst class is: 4. (5) Reactant: [F:1][C:2]([F:14])([F:13])[CH2:3][O:4][P:5]([O-:12])[O:6][CH2:7][C:8]([F:11])([F:10])[F:9].C1CCN2C(=NCCC2)CC1.[C:26]1([C:32]([C:46]2[CH:51]=[CH:50][CH:49]=[CH:48][CH:47]=2)([C:40]2[CH:45]=[CH:44][CH:43]=[CH:42][CH:41]=2)[N:33]2[CH:37]=[C:36]([CH2:38]Cl)[N:35]=[CH:34]2)[CH:31]=[CH:30][CH:29]=[CH:28][CH:27]=1. Product: [F:14][C:2]([F:1])([F:13])[CH2:3][O:4][P:5]([CH2:38][C:36]1[N:35]=[CH:34][N:33]([C:32]([C:26]2[CH:31]=[CH:30][CH:29]=[CH:28][CH:27]=2)([C:40]2[CH:41]=[CH:42][CH:43]=[CH:44][CH:45]=2)[C:46]2[CH:51]=[CH:50][CH:49]=[CH:48][CH:47]=2)[CH:37]=1)(=[O:12])[O:6][CH2:7][C:8]([F:11])([F:9])[F:10]. The catalyst class is: 1. (6) Reactant: [BH4-].[Na+].[CH3:3][C:4]1[CH:9]=[C:8]([CH3:10])[CH:7]=[CH:6][C:5]=1[CH:11]([C:32]1[CH:37]=[CH:36][CH:35]=[CH:34][CH:33]=1)[NH:12][C:13](=[O:31])[CH2:14][C:15]1[CH:20]=[CH:19][C:18]([C:21](=[O:30])[CH2:22][C:23]2[C:24]([CH3:29])=[N:25][CH:26]=[CH:27][CH:28]=2)=[CH:17][CH:16]=1. Product: [CH3:3][C:4]1[CH:9]=[C:8]([CH3:10])[CH:7]=[CH:6][C:5]=1[CH:11]([C:32]1[CH:37]=[CH:36][CH:35]=[CH:34][CH:33]=1)[NH:12][C:13](=[O:31])[CH2:14][C:15]1[CH:20]=[CH:19][C:18]([CH:21]([OH:30])[CH2:22][C:23]2[C:24]([CH3:29])=[N:25][CH:26]=[CH:27][CH:28]=2)=[CH:17][CH:16]=1. The catalyst class is: 24.